Predict the product of the given reaction. From a dataset of Forward reaction prediction with 1.9M reactions from USPTO patents (1976-2016). (1) Given the reactants [N:1]1([CH:7]2[CH:12]3[CH:8]2[CH2:9][N:10]([C:13]2[N:18]=[CH:17][C:16]([C:19](O)=[O:20])=[CH:15][N:14]=2)[CH2:11]3)[CH2:6][CH2:5][O:4][CH2:3][CH2:2]1.CCN=C=N[CH2:27][CH2:28][CH2:29]N(C)C.Cl.C1C=CC2[N:42]([OH:43])N=NC=2C=1.C(N([CH2:49][CH3:50])CC)C.CN([CH:54]=[O:55])C, predict the reaction product. The product is: [CH2:54]([O:55][CH:49]([O:43][NH:42][C:19]([C:16]1[CH:15]=[N:14][C:13]([N:10]2[CH2:11][CH:12]3[CH:8]([CH:7]3[N:1]3[CH2:2][CH2:3][O:4][CH2:5][CH2:6]3)[CH2:9]2)=[N:18][CH:17]=1)=[O:20])[CH3:50])[CH:28]([CH3:27])[CH3:29]. (2) Given the reactants [CH3:1][C@H:2]1[NH:7][CH2:6][CH2:5][N:4]([C:8]([O:10][C:11]([CH3:14])([CH3:13])[CH3:12])=[O:9])[CH2:3]1.C(=O)([O-])[O-].[K+].[K+].[I-].[K+].Br[CH2:24][C:25]([O:27][CH3:28])=[O:26], predict the reaction product. The product is: [CH3:28][O:27][C:25](=[O:26])[CH2:24][N:7]1[CH2:6][CH2:5][N:4]([C:8]([O:10][C:11]([CH3:13])([CH3:12])[CH3:14])=[O:9])[CH2:3][C@H:2]1[CH3:1]. (3) The product is: [F:1][C:2]1[CH:3]=[CH:4][C:5]([N:8]2[C:12]([C:13]3[CH:14]=[CH:15][C:16]4=[N:19][O:21][C:31]([C:22]5[CH:27]=[CH:26][C:25]([CH3:28])=[CH:24][CH:23]=5)=[C:17]4[CH:18]=3)=[CH:11][CH:10]=[N:9]2)=[CH:6][CH:7]=1. Given the reactants [F:1][C:2]1[CH:7]=[CH:6][C:5]([N:8]2[C:12]([C:13]3[CH:18]=[CH:17][C:16]([N+:19]([O-:21])=O)=[CH:15][CH:14]=3)=[CH:11][CH:10]=[N:9]2)=[CH:4][CH:3]=1.[C:22]1([CH3:31])[CH:27]=[CH:26][C:25]([CH2:28]C#N)=[CH:24][CH:23]=1, predict the reaction product. (4) Given the reactants C(O[C:6]([N:8]1[CH2:27][CH2:26][C:11]2([C:15](=O)[N:14]([C:17]3[CH:22]=[CH:21][C:20]([Cl:23])=[C:19]([O:24][CH3:25])[CH:18]=3)[CH2:13][CH2:12]2)[CH2:10][CH2:9]1)=[O:7])(C)(C)C.Cl.[Cl:29][C:30]1[C:31]([C:40]([F:43])([F:42])[F:41])=[N:32][N:33]([CH2:36]C(O)=O)[C:34]=1[CH3:35].CN(C(ON1N=NC2C=CC=NC1=2)=[N+](C)C)C.F[P-](F)(F)(F)(F)F, predict the reaction product. The product is: [Cl:23][C:20]1[CH:21]=[CH:22][C:17]([N:14]2[CH2:13][CH2:12][C:11]3([CH2:10][CH2:9][N:8]([C:6](=[O:7])[CH2:36][N:33]4[C:34]([CH3:35])=[C:30]([Cl:29])[C:31]([C:40]([F:42])([F:43])[F:41])=[N:32]4)[CH2:27][CH2:26]3)[CH2:15]2)=[CH:18][C:19]=1[O:24][CH3:25]. (5) Given the reactants [CH3:1][C@:2]12[C@@:19]3([CH3:20])[C@@H:10]([C@:11]4([CH3:24])[C@@H:16]([CH2:17][CH2:18]3)[C:15]([CH3:22])([CH3:21])[C:14](=[O:23])[CH2:13][CH2:12]4)[CH2:9][CH2:8][C@@H:7]1[C@H:6]1[C@H:25]([C:28]([CH3:30])=[CH2:29])[CH2:26]C[C@]1(C(O)=O)[CH2:4][CH2:3]2.C([N:36]([CH2:39]C)[CH2:37][CH3:38])C.P(N=[N+]=[N-])(=O)(OC1C=CC=CC=1)[O:42]C1C=CC=CC=1, predict the reaction product. The product is: [N:36]([C@:37]12[CH2:38][CH2:26][C@@H:25]([C:28]([CH3:30])=[CH2:29])[C@@H:6]1[C@@H:7]1[C@@:2]([CH3:1])([CH2:3][CH2:4]2)[C@@:19]2([CH3:20])[C@@H:10]([C@:11]3([CH3:24])[C@@H:16]([CH2:17][CH2:18]2)[C:15]([CH3:21])([CH3:22])[C:14](=[O:23])[CH2:13][CH2:12]3)[CH2:9][CH2:8]1)=[C:39]=[O:42]. (6) Given the reactants C(O[C:9]1[C:17]2[C:12](=[CH:13][CH:14]=[CH:15][CH:16]=2)[NH:11][C:10]=1[C:18]([O:20][CH2:21][CH3:22])=[O:19])C1C=CC=CC=1.C1CCCCC=1.[C:29]([O:32]CC)(=[O:31])[CH3:30], predict the reaction product. The product is: [C:29]([O:32][C:15]1[CH:16]=[C:17]2[C:12](=[CH:13][CH:14]=1)[NH:11][C:10]([C:18]([O:20][CH2:21][CH3:22])=[O:19])=[CH:9]2)(=[O:31])[CH3:30]. (7) The product is: [CH2:10]([C:4]1[CH:5]=[C:6]([Cl:8])[N:7]=[C:2]([Cl:1])[N:3]=1)[C:11]1[CH:16]=[CH:15][CH:14]=[CH:13][CH:12]=1. Given the reactants [Cl:1][C:2]1[N:7]=[C:6]([Cl:8])[CH:5]=[C:4](Cl)[N:3]=1.[CH2:10]([Mg]Cl)[C:11]1[CH:16]=[CH:15][CH:14]=[CH:13][CH:12]=1, predict the reaction product. (8) The product is: [NH2:11][C:2]1[C:7]([Cl:8])=[CH:6][C:5]([Cl:9])=[CH:4][N:3]=1. Given the reactants Cl[C:2]1[C:7]([Cl:8])=[CH:6][C:5]([Cl:9])=[CH:4][N:3]=1.[OH-].[NH4+:11], predict the reaction product.